Dataset: Full USPTO retrosynthesis dataset with 1.9M reactions from patents (1976-2016). Task: Predict the reactants needed to synthesize the given product. (1) Given the product [F:35][CH:33]([F:34])[C:15]1[N:14]([C:4]2[N:3]=[C:2]([C:39]3[CH:40]=[CH:41][N:37]([CH3:36])[N:38]=3)[N:7]=[C:6]([N:8]3[CH2:13][CH2:12][O:11][CH2:10][CH2:9]3)[N:5]=2)[C:18]2[CH:19]=[C:20]([NH:25][C:26](=[O:32])[O:27][C:28]([CH3:31])([CH3:30])[CH3:29])[CH:21]=[C:22]([O:23][CH3:24])[C:17]=2[N:16]=1, predict the reactants needed to synthesize it. The reactants are: Cl[C:2]1[N:7]=[C:6]([N:8]2[CH2:13][CH2:12][O:11][CH2:10][CH2:9]2)[N:5]=[C:4]([N:14]2[C:18]3[CH:19]=[C:20]([NH:25][C:26](=[O:32])[O:27][C:28]([CH3:31])([CH3:30])[CH3:29])[CH:21]=[C:22]([O:23][CH3:24])[C:17]=3[N:16]=[C:15]2[CH:33]([F:35])[F:34])[N:3]=1.[CH3:36][N:37]1[CH:41]=[C:40](B(O)O)[CH:39]=[N:38]1.C([O-])([O-])=O.[K+].[K+]. (2) Given the product [NH:7]1[C:8]2[C:17]3[NH:16][CH2:15][CH2:14][CH2:13][C:12]=3[CH:11]=[CH:10][C:9]=2[NH:19][C:4](=[O:3])[C:5]1=[O:6], predict the reactants needed to synthesize it. The reactants are: C([O:3][C:4](=O)[C:5]([NH:7][C:8]1[C:9]([N+:19]([O-])=O)=[CH:10][C:11](Br)=[C:12]2[C:17]=1[N:16]=[CH:15][CH:14]=[CH:13]2)=[O:6])C.[H][H]. (3) Given the product [F:32][CH:2]([F:1])[C:3]1[N:7]([C:8]2[N:13]=[C:12]([N:14]3[CH2:15][CH2:16][O:17][CH2:18][CH2:19]3)[N:11]=[C:10]([N:20]3[CH2:25][CH2:24][N:23]([S:36]([CH:35]=[CH2:34])(=[O:38])=[O:37])[CH2:22][CH2:21]3)[N:9]=2)[C:6]2[CH:26]=[CH:27][CH:28]=[C:29]([O:30][CH3:31])[C:5]=2[N:4]=1, predict the reactants needed to synthesize it. The reactants are: [F:1][CH:2]([F:32])[C:3]1[N:7]([C:8]2[N:13]=[C:12]([N:14]3[CH2:19][CH2:18][O:17][CH2:16][CH2:15]3)[N:11]=[C:10]([N:20]3[CH2:25][CH2:24][NH:23][CH2:22][CH2:21]3)[N:9]=2)[C:6]2[CH:26]=[CH:27][CH:28]=[C:29]([O:30][CH3:31])[C:5]=2[N:4]=1.Cl[CH2:34][CH2:35][S:36](Cl)(=[O:38])=[O:37].O.C(Cl)Cl.CCOC(C)=O.